Dataset: Full USPTO retrosynthesis dataset with 1.9M reactions from patents (1976-2016). Task: Predict the reactants needed to synthesize the given product. (1) Given the product [O:4]1[C:12]2[CH:11]=[CH:10][N:9]=[C:8]([N:13]3[CH2:18][CH2:17][N:16]([CH2:19][CH2:20][C@H:21]4[CH2:26][CH2:25][C@H:24]([NH:27][C:31](=[O:32])[CH2:30][C@@H:29]([OH:28])[CH2:35][CH3:36])[CH2:23][CH2:22]4)[CH2:15][CH2:14]3)[C:7]=2[CH2:6][CH2:5]1, predict the reactants needed to synthesize it. The reactants are: Cl.Cl.Cl.[O:4]1[C:12]2[CH:11]=[CH:10][N:9]=[C:8]([N:13]3[CH2:18][CH2:17][N:16]([CH2:19][CH2:20][C@H:21]4[CH2:26][CH2:25][C@H:24]([NH2:27])[CH2:23][CH2:22]4)[CH2:15][CH2:14]3)[C:7]=2[CH2:6][CH2:5]1.[OH:28][C@@H:29]([CH2:35][CH3:36])[CH2:30][C:31](OC)=[O:32]. (2) Given the product [Cl:8][C:7]1[C:2]2[N:3]([CH:14]=[C:15]([C:16]([O:18][CH2:19][CH3:20])=[O:17])[N:1]=2)[CH:4]=[C:5]([C:9]([F:12])([F:10])[F:11])[CH:6]=1, predict the reactants needed to synthesize it. The reactants are: [NH2:1][C:2]1[C:7]([Cl:8])=[CH:6][C:5]([C:9]([F:12])([F:11])[F:10])=[CH:4][N:3]=1.Br[CH2:14][C:15](=O)[C:16]([O:18][CH2:19][CH3:20])=[O:17]. (3) The reactants are: [CH3:1][C:2]1[N:10]=[CH:9][CH:8]=[CH:7][C:3]=1[C:4]([OH:6])=O.Cl.[CH2:12]([NH:14][C:15]([NH:17][C:18]1[CH:23]=[CH:22][C:21]([C:24]2[N:25]=[C:26]([N:34]3[CH2:39][CH2:38][O:37][CH2:36][CH2:35]3)[C:27]3[CH2:33][CH2:32][NH:31][CH2:30][C:28]=3[N:29]=2)=[CH:20][CH:19]=1)=[O:16])[CH3:13]. Given the product [CH2:12]([NH:14][C:15]([NH:17][C:18]1[CH:19]=[CH:20][C:21]([C:24]2[N:25]=[C:26]([N:34]3[CH2:35][CH2:36][O:37][CH2:38][CH2:39]3)[C:27]3[CH2:33][CH2:32][N:31]([C:4](=[O:6])[C:3]4[CH:7]=[CH:8][CH:9]=[N:10][C:2]=4[CH3:1])[CH2:30][C:28]=3[N:29]=2)=[CH:22][CH:23]=1)=[O:16])[CH3:13], predict the reactants needed to synthesize it. (4) Given the product [Cl:59][C:60]1[CH:68]=[CH:67][C:63]([C:64]([NH:1][C:2]2[CH:3]=[CH:4][C:5]([Cl:27])=[C:6]([C:8]3[C:23](=[O:24])[N:22]([O:25][CH3:26])[C:11]4[N:12]=[C:13]([NH:16][CH2:17][CH2:18][N:19]([CH3:21])[CH3:20])[N:14]=[CH:15][C:10]=4[CH:9]=3)[CH:7]=2)=[O:65])=[CH:62][C:61]=1[C:69]([F:70])([F:71])[F:72], predict the reactants needed to synthesize it. The reactants are: [NH2:1][C:2]1[CH:3]=[CH:4][C:5]([Cl:27])=[C:6]([C:8]2[C:23](=[O:24])[N:22]([O:25][CH3:26])[C:11]3[N:12]=[C:13]([NH:16][CH2:17][CH2:18][N:19]([CH3:21])[CH3:20])[N:14]=[CH:15][C:10]=3[CH:9]=2)[CH:7]=1.C(N(CC)CC)C.CN(C(ON1N=NC2C=CC=NC1=2)=[N+](C)C)C.F[P-](F)(F)(F)(F)F.[Cl:59][C:60]1[CH:68]=[CH:67][C:63]([C:64](O)=[O:65])=[CH:62][C:61]=1[C:69]([F:72])([F:71])[F:70]. (5) Given the product [CH3:27][N:26]1[C:25]2[CH:28]=[CH:29][CH:30]=[CH:31][C:24]=2[N:23]=[CH:22]1, predict the reactants needed to synthesize it. The reactants are: FC1C=CC=CC=1C1CCNCC1.C([O-])([O-])=O.[Na+].[Na+].ClC[C:22]1[N:26]([CH3:27])[C:25]2[CH:28]=[CH:29][CH:30]=[C:31](F)[C:24]=2[N:23]=1. (6) Given the product [F:1][C:2]1[CH:7]=[C:6]([O:8][CH3:9])[CH:5]=[CH:4][C:3]=1[C:10]1[NH:17][N:16]=[C:12]([NH2:13])[CH:11]=1, predict the reactants needed to synthesize it. The reactants are: [F:1][C:2]1[CH:7]=[C:6]([O:8][CH3:9])[CH:5]=[CH:4][C:3]=1[C:10](=O)[CH2:11][C:12]#[N:13].O.[NH2:16][NH2:17].